From a dataset of Forward reaction prediction with 1.9M reactions from USPTO patents (1976-2016). Predict the product of the given reaction. Given the reactants Cl[C:2]1[CH:7]=[N:6][C:5]([C:8]([F:11])([F:10])[F:9])=[CH:4][N:3]=1.[CH2:12]([N:19]([CH2:27][C:28]1[CH:33]=[CH:32][CH:31]=[CH:30][CH:29]=1)[C@H:20]1[CH2:24][CH2:23][CH2:22][C@@H:21]1[NH:25][CH3:26])[C:13]1[CH:18]=[CH:17][CH:16]=[CH:15][CH:14]=1.CCN(C(C)C)C(C)C, predict the reaction product. The product is: [CH2:27]([N:19]([CH2:12][C:13]1[CH:18]=[CH:17][CH:16]=[CH:15][CH:14]=1)[C@H:20]1[CH2:24][CH2:23][CH2:22][C@@H:21]1[N:25]([CH3:26])[C:2]1[CH:7]=[N:6][C:5]([C:8]([F:11])([F:10])[F:9])=[CH:4][N:3]=1)[C:28]1[CH:29]=[CH:30][CH:31]=[CH:32][CH:33]=1.